Dataset: Catalyst prediction with 721,799 reactions and 888 catalyst types from USPTO. Task: Predict which catalyst facilitates the given reaction. (1) Reactant: [CH2:1]([OH:7])[CH2:2]/[CH:3]=[CH:4]\[CH2:5][CH3:6].C(N(CC)CC)C.[CH3:15][S:16](Cl)(=[O:18])=[O:17]. Product: [CH3:15][S:16]([O:7][CH2:1][CH2:2]/[CH:3]=[CH:4]\[CH2:5][CH3:6])(=[O:18])=[O:17]. The catalyst class is: 4. (2) Reactant: Cl[CH:2]([C:8]([C:10]([F:13])([F:12])[F:11])=O)[C:3]([O:5][CH2:6][CH3:7])=[O:4].[NH2:14][C:15]([NH2:17])=[S:16]. Product: [CH2:6]([O:5][C:3]([C:2]1[S:16][C:15]([NH2:17])=[N:14][C:8]=1[C:10]([F:13])([F:12])[F:11])=[O:4])[CH3:7]. The catalyst class is: 8. (3) Reactant: [NH:1]1[C@H:3]([C:4](OCC)=[O:5])[C@H:2]1[C:9]([O:11][CH2:12][CH3:13])=[O:10].CCO.[BH4-].[Na+]. Product: [CH2:12]([O:11][C:9]([C@@H:2]1[C@@H:3]([CH2:4][OH:5])[NH:1]1)=[O:10])[CH3:13]. The catalyst class is: 25.